This data is from Full USPTO retrosynthesis dataset with 1.9M reactions from patents (1976-2016). The task is: Predict the reactants needed to synthesize the given product. (1) Given the product [CH2:32]([N:20]([CH2:18][CH3:19])[C:21](=[O:22])[C:23]1[CH:28]=[CH:27][CH:26]=[CH:25][C:24]=1[C:10]1[CH:15]=[CH:14][C:13]([O:16][CH3:17])=[CH:12][N:11]=1)[CH3:33], predict the reactants needed to synthesize it. The reactants are: P([O-])([O-])([O-])=O.[K+].[K+].[K+].Cl[C:10]1[CH:15]=[CH:14][C:13]([O:16][CH3:17])=[CH:12][N:11]=1.[CH2:18]([N:20]([CH2:32][CH3:33])[C:21]([C:23]1[CH:28]=[CH:27][CH:26]=[CH:25][C:24]=1B(O)O)=[O:22])[CH3:19].C(O)(=O)CC(CC(O)=O)(C(O)=O)O. (2) Given the product [CH3:67][N:68]1[CH2:72][CH2:71][C@@H:70]([NH:73][C:8](=[O:10])[C@H:7]([CH:11]([CH3:12])[CH3:13])[CH2:6][C@H:5]([O:14][Si:15]([C:18]([CH3:19])([CH3:20])[CH3:21])([CH3:16])[CH3:17])[C@@H:4]([N:1]=[N+:2]=[N-:3])[CH2:22][C@H:23]([CH2:27][C:28]2[CH:33]=[CH:32][C:31]([O:34][CH3:35])=[C:30]([O:36][CH2:37][CH2:38][CH2:39][O:40][CH3:41])[CH:29]=2)[CH:24]([CH3:26])[CH3:25])[CH2:69]1, predict the reactants needed to synthesize it. The reactants are: [N:1]([C@@H:4]([CH2:22][C@H:23]([CH2:27][C:28]1[CH:33]=[CH:32][C:31]([O:34][CH3:35])=[C:30]([O:36][CH2:37][CH2:38][CH2:39][O:40][CH3:41])[CH:29]=1)[CH:24]([CH3:26])[CH3:25])[C@@H:5]([O:14][Si:15]([C:18]([CH3:21])([CH3:20])[CH3:19])([CH3:17])[CH3:16])[CH2:6][C@@H:7]([CH:11]([CH3:13])[CH3:12])[C:8]([OH:10])=O)=[N+:2]=[N-:3].CN(C(ON1N=NC2C=CC=CC1=2)=[N+](C)C)C.F[P-](F)(F)(F)(F)F.Cl.[CH3:67][N:68]1[CH2:72][CH2:71][C@@H:70]([NH2:73])[CH2:69]1.CCN(CC)CC. (3) Given the product [CH3:15][C:14]([CH3:17])([Si:11]([CH3:13])([CH3:12])[O:10][CH2:9][C@:8]([C:4]1[CH:3]=[C:2]([CH:7]=[CH:6][CH:5]=1)[C:38]([O:40][CH3:41])=[O:39])([CH3:18])[NH:19][S@@:20](=[O:21])[C:22]([CH3:25])([CH3:24])[CH3:23])[CH3:16], predict the reactants needed to synthesize it. The reactants are: Br[C:2]1[CH:3]=[C:4]([C@:8]([NH:19][S@:20]([C:22]([CH3:25])([CH3:24])[CH3:23])=[O:21])([CH3:18])[CH2:9][O:10][Si:11]([C:14]([CH3:17])([CH3:16])[CH3:15])([CH3:13])[CH3:12])[CH:5]=[CH:6][CH:7]=1.C([Li])CCC.CCCCCC.Cl[C:38]([O:40][CH3:41])=[O:39].[Cl-].[NH4+]. (4) Given the product [Cl:1][C:2]1[CH:7]=[C:6]([C:8](=[O:21])[C:9]([C:10]2[CH:11]=[CH:12][C:13]([O:16][CH3:17])=[CH:14][CH:15]=2)=[O:18])[CH:5]=[CH:4][N:3]=1, predict the reactants needed to synthesize it. The reactants are: [Cl:1][C:2]1[CH:7]=[C:6]([C:8]#[C:9][C:10]2[CH:15]=[CH:14][C:13]([O:16][CH3:17])=[CH:12][CH:11]=2)[CH:5]=[CH:4][N:3]=1.[OH2:18].CS(C)=[O:21].